From a dataset of Reaction yield outcomes from USPTO patents with 853,638 reactions. Predict the reaction yield, written as a fraction of the theoretical maximum amount of product (1.0 means a 100% yield; for example, 0.34 means a 34% yield). (1) The reactants are CC1(C)C(C)(C)OB(/[CH:9]=[CH:10]/[CH:11]2[CH2:16][CH2:15][N:14]([C:17]([O:19][C:20]([CH3:23])([CH3:22])[CH3:21])=[O:18])[CH2:13][CH2:12]2)O1.I[C:26]1[C:34]2[O:33][CH2:32][C:31](=[O:35])[C:30]=2[CH:29]=[CH:28][C:27]=1[O:36][CH3:37].C(=O)([O-])[O-].[Na+].[Na+].O. The catalyst is O1CCOCC1.C1C=CC([P]([Pd]([P](C2C=CC=CC=2)(C2C=CC=CC=2)C2C=CC=CC=2)([P](C2C=CC=CC=2)(C2C=CC=CC=2)C2C=CC=CC=2)[P](C2C=CC=CC=2)(C2C=CC=CC=2)C2C=CC=CC=2)(C2C=CC=CC=2)C2C=CC=CC=2)=CC=1. The product is [CH3:37][O:36][C:27]1[CH:28]=[CH:29][C:30]2[C:31](=[O:35])[CH2:32][O:33][C:34]=2[C:26]=1/[CH:9]=[CH:10]/[CH:11]1[CH2:12][CH2:13][N:14]([C:17]([O:19][C:20]([CH3:21])([CH3:22])[CH3:23])=[O:18])[CH2:15][CH2:16]1. The yield is 0.270. (2) The reactants are [Br:1][CH2:2][CH2:3][CH2:4][CH2:5][CH2:6][CH2:7][CH2:8][CH2:9][CH2:10]Br.[N:12]1[CH:17]=[CH:16][CH:15]=[CH:14][CH:13]=1. No catalyst specified. The product is [Br-:1].[Br-:1].[CH2:2]([N+:12]1[CH:17]=[CH:16][CH:15]=[CH:14][CH:13]=1)[CH2:3][CH2:4][CH2:5][CH2:6][CH2:7][CH2:8][CH2:9][CH2:10][N+:12]1[CH:17]=[CH:16][CH:15]=[CH:14][CH:13]=1. The yield is 0.870. (3) The reactants are [N:1]1([C:7]2[N:12]=[C:11]([N:13]3[CH:18]4[CH2:19][CH2:20][CH:14]3[CH2:15][O:16][CH2:17]4)[N:10]=[C:9]([C:21]3[CH:27]=[CH:26][C:24]([NH2:25])=[CH:23][CH:22]=3)[N:8]=2)[CH2:6][CH2:5][O:4][CH2:3][CH2:2]1.ClC(Cl)(O[C:32](=[O:38])OC(Cl)(Cl)Cl)Cl.[NH2:40][C:41]1[CH:46]=[CH:45][C:44]([CH3:47])=[CH:43][CH:42]=1. No catalyst specified. The product is [CH3:47][C:44]1[CH:45]=[CH:46][C:41]([NH:40][C:32]([NH:25][C:24]2[CH:26]=[CH:27][C:21]([C:9]3[N:8]=[C:7]([N:1]4[CH2:2][CH2:3][O:4][CH2:5][CH2:6]4)[N:12]=[C:11]([N:13]4[CH:14]5[CH2:20][CH2:19][CH:18]4[CH2:17][O:16][CH2:15]5)[N:10]=3)=[CH:22][CH:23]=2)=[O:38])=[CH:42][CH:43]=1. The yield is 0.310. (4) The reactants are [S-:1][C:2]#[N:3].[K+].[NH2:5][C:6]1[CH:7]=[CH:8][C:9]([O:12][C:13]2[CH:14]=[CH:15][C:16]([CH3:33])=[C:17]([NH:19][C:20](=[O:32])[C:21]3[CH:26]=[CH:25][CH:24]=[C:23]([C:27]4([C:30]#[N:31])[CH2:29][CH2:28]4)[CH:22]=3)[CH:18]=2)=[N:10][CH:11]=1.BrBr. The catalyst is C(O)(=O)C. The product is [NH2:3][C:2]1[S:1][C:11]2[C:6]([N:5]=1)=[CH:7][CH:8]=[C:9]([O:12][C:13]1[CH:14]=[CH:15][C:16]([CH3:33])=[C:17]([NH:19][C:20](=[O:32])[C:21]3[CH:26]=[CH:25][CH:24]=[C:23]([C:27]4([C:30]#[N:31])[CH2:28][CH2:29]4)[CH:22]=3)[CH:18]=1)[N:10]=2. The yield is 0.610. (5) The reactants are C([O:3][C:4](=[O:34])[CH2:5][N:6]([CH2:19][CH2:20][NH:21][S:22]([C:25]1[S:26][C:27]2[CH:33]=[CH:32][CH:31]=[CH:30][C:28]=2[N:29]=1)(=[O:24])=[O:23])[C:7](=[O:18])[CH2:8][N:9]1[CH:17]=[C:15]([CH3:16])[C:13](=[O:14])[NH:12][C:10]1=[O:11])C.O.[OH-].[Li+].Cl. The catalyst is O1CCCC1.O. The product is [S:26]1[C:27]2[CH:33]=[CH:32][CH:31]=[CH:30][C:28]=2[N:29]=[C:25]1[S:22]([NH:21][CH2:20][CH2:19][N:6]([C:7](=[O:18])[CH2:8][N:9]1[CH:17]=[C:15]([CH3:16])[C:13](=[O:14])[NH:12][C:10]1=[O:11])[CH2:5][C:4]([OH:34])=[O:3])(=[O:23])=[O:24]. The yield is 0.950.